From a dataset of Forward reaction prediction with 1.9M reactions from USPTO patents (1976-2016). Predict the product of the given reaction. (1) Given the reactants CON(C)[C:4]([C:6]1[CH:7]=[N:8][C:9]([CH3:12])=[CH:10][CH:11]=1)=[O:5].[CH3:14][Li], predict the reaction product. The product is: [CH3:12][C:9]1[N:8]=[CH:7][C:6]([C:4](=[O:5])[CH3:14])=[CH:11][CH:10]=1. (2) Given the reactants C(OC(=O)[NH:10][C@@H:11]([CH3:23])[CH2:12][O:13][C:14]1[CH:19]=[CH:18][CH:17]=[C:16]([NH2:20])[C:15]=1[C:21]#[N:22])C1C=CC=CC=1.O=[C:26]([CH3:33])[CH2:27][C:28]([O:30][CH2:31][CH3:32])=[O:29], predict the reaction product. The product is: [NH2:22][C:21]1[C:15]2[C:16](=[CH:17][CH:18]=[CH:19][C:14]=2[O:13][CH2:12][C@@H:11]([NH2:10])[CH3:23])[N:20]=[C:26]([CH3:33])[C:27]=1[C:28]([O:30][CH2:31][CH3:32])=[O:29].